This data is from Forward reaction prediction with 1.9M reactions from USPTO patents (1976-2016). The task is: Predict the product of the given reaction. The product is: [CH3:18][O:17][C:13]1[CH:12]=[C:11]([C:6]2[C:7]3[CH2:8][CH2:9][N:26]([CH3:25])[C:2]=3[N:3]=[C:4]([N:19]3[CH2:24][CH2:23][O:22][CH2:21][CH2:20]3)[N:5]=2)[CH:16]=[CH:15][CH:14]=1. Given the reactants Cl[C:2]1[C:7]([CH2:8][CH2:9]Cl)=[C:6]([C:11]2[CH:16]=[CH:15][CH:14]=[C:13]([O:17][CH3:18])[CH:12]=2)[N:5]=[C:4]([N:19]2[CH2:24][CH2:23][O:22][CH2:21][CH2:20]2)[N:3]=1.[CH3:25][NH2:26], predict the reaction product.